From a dataset of Full USPTO retrosynthesis dataset with 1.9M reactions from patents (1976-2016). Predict the reactants needed to synthesize the given product. (1) Given the product [Cl:45][C:46]1[C:47]([NH:67][C:68]2[C:73]([S:74]([CH:77]([CH3:78])[CH3:79])(=[O:75])=[O:76])=[CH:72][CH:71]=[CH:70][C:69]=2[F:80])=[N:48][C:49]([NH:52][C:53]2[CH:54]=[CH:55][C:56]3[CH2:65][CH2:64][CH2:63][C:62]4[N:58]([CH:59]=[CH:60][N:61]=4)[C:57]=3[CH:66]=2)=[N:50][CH:51]=1, predict the reactants needed to synthesize it. The reactants are: C1N2C(CCCC3C=CC(N)=CC=32)=NC=1.ClC1N=C(NC2C(S(C(C)C)(=O)=O)=CC=CC=2F)C(Cl)=CN=1.OC(C(F)(F)F)=O.[Cl:45][C:46]1[C:47]([NH:67][C:68]2[C:73]([S:74]([CH:77]([CH3:79])[CH3:78])(=[O:76])=[O:75])=[CH:72][CH:71]=[CH:70][C:69]=2[F:80])=[N:48][C:49]([NH:52][C:53]2[CH:54]=[CH:55][C:56]3[CH2:65][CH2:64][CH2:63][C:62]4[N:58]([CH:59]=[CH:60][N:61]=4)[C:57]=3[CH:66]=2)=[N:50][CH:51]=1. (2) The reactants are: [NH2:1][C:2](=[C:10]([C:15](=O)[CH:16]([CH3:18])[CH3:17])[C:11]([O:13][CH3:14])=[O:12])[C:3]1[CH:8]=[CH:7][C:6]([F:9])=[CH:5][CH:4]=1.CNS(C)(=O)=O.C(O)(C)(C)C.[C:31]([N:33]([CH3:38])[S:34]([CH3:37])(=[O:36])=[O:35])#[N:32].CC(C)([O-])C.[Na+]. Given the product [F:9][C:6]1[CH:7]=[CH:8][C:3]([C:2]2[C:10]([C:11]([O:13][CH3:14])=[O:12])=[C:15]([CH:16]([CH3:18])[CH3:17])[N:32]=[C:31]([N:33]([S:34]([CH3:37])(=[O:36])=[O:35])[CH3:38])[N:1]=2)=[CH:4][CH:5]=1, predict the reactants needed to synthesize it. (3) Given the product [F:1][C:2]([F:11])([F:10])[C:3]([CH3:9])([CH3:8])[C:4](=[O:5])[CH2:13][C:12]#[N:14].[F:1][C:2]([F:11])([F:10])[C:3]([CH3:9])([CH3:8])[C:4]([OH:6])=[O:5], predict the reactants needed to synthesize it. The reactants are: [F:1][C:2]([F:11])([F:10])[C:3]([CH3:9])([CH3:8])[C:4]([O:6]C)=[O:5].[C:12](#[N:14])[CH3:13]. (4) Given the product [CH3:22][C:23]1[CH:28]=[CH:27][C:26]([CH3:29])=[CH:25][C:24]=1[CH2:30][C:31]([NH:14][C:6]1([C:10]([NH:34][C:36]2[CH:41]=[CH:40][CH:39]=[CH:38][CH:37]=2)=[O:13])[CH2:7][CH2:8][CH:3]([O:2][CH3:1])[CH2:4][CH2:5]1)=[O:33], predict the reactants needed to synthesize it. The reactants are: [CH3:1][O:2][CH:3]1[CH2:8][CH2:7][C:6](=O)[CH2:5][CH2:4]1.[C:10](=[O:13])([O-])[O-].[NH4+:14].[NH4+].FC(F)(F)CO.[CH3:22][C:23]1[CH:28]=[CH:27][C:26]([CH3:29])=[CH:25][C:24]=1[CH2:30][C:31]([OH:33])=O.[N+:34]([C:36]1[CH:41]=[CH:40][CH:39]=[CH:38][CH:37]=1)#[C-].